This data is from Reaction yield outcomes from USPTO patents with 853,638 reactions. The task is: Predict the reaction yield, written as a fraction of the theoretical maximum amount of product (1.0 means a 100% yield; for example, 0.34 means a 34% yield). (1) The reactants are [CH3:1][C:2]1[CH:3]=[N:4][C:5]2[C:10]([CH:11]=1)=[CH:9][C:8]([CH2:12][C:13]1[CH:14]=[C:15]([CH:19]=[CH:20][N:21]=1)[C:16]([OH:18])=O)=[CH:7][CH:6]=2.Cl.Cl.NC[C:26]1[CH:27]=[CH:28][C:29]2[O:33][N:32]=[C:31]([NH2:34])[C:30]=2[CH:35]=1.C[CH2:37][N:38]=C=NCCCN(C)C.C1C=CC2N(O)N=NC=2C=1. The catalyst is CN(C=O)C.O. The product is [NH2:34][C:31]1[C:30]2[CH:35]=[CH:26][C:27]([CH2:37][NH:38][C:16](=[O:18])[C:15]3[CH:19]=[CH:20][N:21]=[C:13]([CH2:12][C:8]4[CH:9]=[C:10]5[C:5](=[CH:6][CH:7]=4)[N:4]=[CH:3][C:2]([CH3:1])=[CH:11]5)[CH:14]=3)=[CH:28][C:29]=2[O:33][N:32]=1. The yield is 0.210. (2) The reactants are [CH2:1]([OH:8])[C:2]1[CH:7]=[CH:6][CH:5]=[CH:4][CH:3]=1.OO.C(=[O:18])C1C=CC=CC=1. The catalyst is [Pt]. The product is [C:1]([OH:18])(=[O:8])[C:2]1[CH:7]=[CH:6][CH:5]=[CH:4][CH:3]=1. The yield is 0.00700.